This data is from Full USPTO retrosynthesis dataset with 1.9M reactions from patents (1976-2016). The task is: Predict the reactants needed to synthesize the given product. Given the product [Cl:1][C:2]1[C:3]([CH3:18])=[C:4]([NH:10][C@H:11]([C@@H:15]([OH:17])[CH3:16])[C:12]([NH:30][NH:29][C:27](=[O:28])[C:26]2[CH:25]=[CH:24][C:23]([S:20]([CH3:19])(=[O:21])=[O:22])=[CH:32][CH:31]=2)=[O:14])[CH:5]=[CH:6][C:7]=1[C:8]#[N:9], predict the reactants needed to synthesize it. The reactants are: [Cl:1][C:2]1[C:3]([CH3:18])=[C:4]([NH:10][C@H:11]([C@@H:15]([OH:17])[CH3:16])[C:12]([OH:14])=O)[CH:5]=[CH:6][C:7]=1[C:8]#[N:9].[CH3:19][S:20]([C:23]1[CH:32]=[CH:31][C:26]([C:27]([NH:29][NH2:30])=[O:28])=[CH:25][CH:24]=1)(=[O:22])=[O:21].